This data is from Catalyst prediction with 721,799 reactions and 888 catalyst types from USPTO. The task is: Predict which catalyst facilitates the given reaction. (1) Reactant: [C:1]([OH:5])(=[O:4])[CH:2]=[CH2:3].[CH2:6]([O:10][C:11](=[O:14])[CH:12]=[CH2:13])[CH2:7][CH2:8][CH3:9]. Product: [C:1]([OH:5])(=[O:4])[CH:2]=[CH2:3].[CH2:6]([O:10][C:11](=[O:14])[CH:12]=[CH2:13])[CH2:7][CH2:8][CH3:9]. The catalyst class is: 12. (2) Reactant: [F:1][C:2]1[CH:40]=[C:39]([NH:41][C:42]([C:44]2[C:45](=[O:57])[N:46]([C:50]3[CH:55]=[CH:54][C:53]([F:56])=[CH:52][CH:51]=3)[N:47]=[CH:48][CH:49]=2)=[O:43])[CH:38]=[CH:37][C:3]=1[O:4][C:5]1[CH:10]=[CH:9][N:8]=[C:7]2[N:11]([CH2:28][C:29]3[CH:34]=[CH:33][C:32]([O:35][CH3:36])=[CH:31][CH:30]=3)[N:12]=[C:13]([O:14][C@H:15]3[CH2:20][CH2:19][CH2:18][N:17](C(OC(C)(C)C)=O)[CH2:16]3)[C:6]=12.C(O)(C(F)(F)F)=O. Product: [F:1][C:2]1[CH:40]=[C:39]([NH:41][C:42]([C:44]2[C:45](=[O:57])[N:46]([C:50]3[CH:51]=[CH:52][C:53]([F:56])=[CH:54][CH:55]=3)[N:47]=[CH:48][CH:49]=2)=[O:43])[CH:38]=[CH:37][C:3]=1[O:4][C:5]1[CH:10]=[CH:9][N:8]=[C:7]2[N:11]([CH2:28][C:29]3[CH:34]=[CH:33][C:32]([O:35][CH3:36])=[CH:31][CH:30]=3)[N:12]=[C:13]([O:14][C@H:15]3[CH2:20][CH2:19][CH2:18][NH:17][CH2:16]3)[C:6]=12. The catalyst class is: 2. (3) Reactant: C([O:3][C:4]([C:6]1[CH:11]=[CH:10][C:9]([C:12]2[CH:17]=[CH:16][CH:15]=[CH:14][CH:13]=2)=[CH:8][C:7]=1[O:18][C@H:19]1[CH2:28][CH2:27][C@@H:26]2[C@H:21]([CH2:22][C@@H:23]([C:36]([O:38]CC)=[O:37])[N:24]([C:29]([O:31][C:32]([CH3:35])([CH3:34])[CH3:33])=[O:30])[CH2:25]2)[CH2:20]1)=[O:5])C.[OH-].[Li+].C(OCC)(=O)C.CCCCCC. Product: [C:4]([C:6]1[CH:11]=[CH:10][C:9]([C:12]2[CH:13]=[CH:14][CH:15]=[CH:16][CH:17]=2)=[CH:8][C:7]=1[O:18][C@H:19]1[CH2:28][CH2:27][C@@H:26]2[C@H:21]([CH2:22][C@@H:23]([C:36]([OH:38])=[O:37])[N:24]([C:29]([O:31][C:32]([CH3:33])([CH3:34])[CH3:35])=[O:30])[CH2:25]2)[CH2:20]1)([OH:5])=[O:3]. The catalyst class is: 8. (4) Reactant: [NH2:1][C:2]1[C:3]([CH3:13])=[CH:4][C:5]([C:8]([O:10][CH2:11][CH3:12])=[O:9])=[N:6][CH:7]=1.II.[I:16]([O-])(=O)(=O)=O.[Na+].S([O-])([O-])(=O)=S.[Na+].[Na+]. Product: [NH2:1][C:2]1[C:3]([CH3:13])=[CH:4][C:5]([C:8]([O:10][CH2:11][CH3:12])=[O:9])=[N:6][C:7]=1[I:16]. The catalyst class is: 9. (5) Reactant: [CH3:1][N:2]1[C:6]2[CH:7]=[C:8]([O:11][CH2:12][CH2:13][CH3:14])[CH:9]=[CH:10][C:5]=2[N:4]([CH2:15][C:16]2[CH:24]=[CH:23][C:19]([C:20](O)=[O:21])=[CH:18][CH:17]=2)[C:3]1=[N:25][C:26]1[CH:31]=[CH:30][C:29]([C:32]2[CH:36]=[CH:35][S:34][CH:33]=2)=[CH:28][CH:27]=1.O.[NH:38]1[C:42]([NH2:43])=[N:41][N:40]=[N:39]1.C1C=CC2N(O)N=NC=2C=1.C(Cl)CCl.CCN(C(C)C)C(C)C. Product: [CH3:1][N:2]1[C:6]2[CH:7]=[C:8]([O:11][CH2:12][CH2:13][CH3:14])[CH:9]=[CH:10][C:5]=2[N:4]([CH2:15][C:16]2[CH:17]=[CH:18][C:19]([C:20]([NH:43][C:42]3[NH:41][N:40]=[N:39][N:38]=3)=[O:21])=[CH:23][CH:24]=2)[C:3]1=[N:25][C:26]1[CH:27]=[CH:28][C:29]([C:32]2[CH:36]=[CH:35][S:34][CH:33]=2)=[CH:30][CH:31]=1. The catalyst class is: 3. (6) Reactant: [OH:1][C:2]1[C:3]([N+:17]([O-:19])=[O:18])=[C:4]2[C:8](=[C:9]([N+:13]([O-:15])=[O:14])[C:10]=1[O:11]C)[C:7](=[O:16])[O:6][CH2:5]2.[Cl-].[Al+3].[Cl-].[Cl-].N1C=CC=CC=1. Product: [OH:1][C:2]1[C:3]([N+:17]([O-:19])=[O:18])=[C:4]2[C:8](=[C:9]([N+:13]([O-:15])=[O:14])[C:10]=1[OH:11])[C:7](=[O:16])[O:6][CH2:5]2. The catalyst class is: 13. (7) The catalyst class is: 26. Reactant: [NH:1]1[C:9]2[CH2:8][CH2:7][CH2:6][CH2:5][C:4]=2[CH:3]=[CH:2]1.[Cl:10][C:11]([Cl:16])([Cl:15])[C:12](Cl)=[O:13]. Product: [Cl:10][C:11]([Cl:16])([Cl:15])[C:12]([C:2]1[NH:1][C:9]2[CH2:8][CH2:7][CH2:6][CH2:5][C:4]=2[CH:3]=1)=[O:13]. (8) Reactant: NC1C=C[C:5]([C:8]2C=C[CH:11]=[C:10](C)[C:9]=2[C:15](=[O:31])[CH2:16][CH:17]([CH2:23][CH2:24][C:25]2[CH:30]=[CH:29][CH:28]=[CH:27][CH:26]=2)[C:18]([O:20]CC)=[O:19])=CC=1.[CH3:32][O:33][C:34]1[CH:42]=[CH:41][C:37]([C:38](Cl)=[O:39])=[CH:36][CH:35]=1.CC([N:46](C(C)C)CC1C=CC=CC=1)C.[CH2:57]=[CH:58][C:59]1[CH:64]=[CH:63][CH:62]=[CH:61][CH:60]=1.C=CC1C=CC(C=C)=CC=1.CCN(C(C)C)C(C)C.[OH-].[Na+]. Product: [CH3:32][O:33][C:34]1[CH:42]=[CH:41][C:37]([C:38]([NH:46][C:62]2[CH:63]=[CH:64][C:59]([C:58]3[CH:5]=[CH:8][C:9]([C:15](=[O:31])[CH2:16][CH:17]([CH2:23][CH2:24][C:25]4[CH:26]=[CH:27][CH:28]=[CH:29][CH:30]=4)[C:18]([OH:20])=[O:19])=[C:10]([CH3:11])[CH:57]=3)=[CH:60][CH:61]=2)=[O:39])=[CH:36][CH:35]=1. The catalyst class is: 138. (9) Reactant: CS(O)(=O)=O.[NH2:6][CH2:7][C:8]1[CH:9]=[C:10]2[C:14](=[CH:15][CH:16]=1)[C:13](=[O:17])[N:12]([CH:18]1[CH2:23][CH2:22][C:21](=[O:24])[NH:20][C:19]1=[O:25])[CH2:11]2.[N:26]([C:29]1[CH:34]=[CH:33][CH:32]=[C:31]([O:35][C:36]2[CH:41]=[CH:40][CH:39]=[CH:38][CH:37]=2)[CH:30]=1)=[C:27]=[O:28].Cl. Product: [O:25]=[C:19]1[CH:18]([N:12]2[CH2:11][C:10]3[C:14](=[CH:15][CH:16]=[C:8]([CH2:7][NH:6][C:27]([NH:26][C:29]4[CH:34]=[CH:33][CH:32]=[C:31]([O:35][C:36]5[CH:41]=[CH:40][CH:39]=[CH:38][CH:37]=5)[CH:30]=4)=[O:28])[CH:9]=3)[C:13]2=[O:17])[CH2:23][CH2:22][C:21](=[O:24])[NH:20]1. The catalyst class is: 10.